From a dataset of NCI-60 drug combinations with 297,098 pairs across 59 cell lines. Regression. Given two drug SMILES strings and cell line genomic features, predict the synergy score measuring deviation from expected non-interaction effect. (1) Drug 1: CCC(=C(C1=CC=CC=C1)C2=CC=C(C=C2)OCCN(C)C)C3=CC=CC=C3.C(C(=O)O)C(CC(=O)O)(C(=O)O)O. Drug 2: CC=C1C(=O)NC(C(=O)OC2CC(=O)NC(C(=O)NC(CSSCCC=C2)C(=O)N1)C(C)C)C(C)C. Cell line: BT-549. Synergy scores: CSS=30.7, Synergy_ZIP=0.709, Synergy_Bliss=1.06, Synergy_Loewe=-16.2, Synergy_HSA=1.90. (2) Drug 1: CC(C)(C#N)C1=CC(=CC(=C1)CN2C=NC=N2)C(C)(C)C#N. Drug 2: C1=NNC2=C1C(=O)NC=N2. Cell line: UO-31. Synergy scores: CSS=0.154, Synergy_ZIP=-0.0980, Synergy_Bliss=-0.934, Synergy_Loewe=-0.419, Synergy_HSA=-1.14. (3) Drug 1: C1=NC2=C(N=C(N=C2N1C3C(C(C(O3)CO)O)F)Cl)N. Drug 2: C1CNP(=O)(OC1)N(CCCl)CCCl. Cell line: MCF7. Synergy scores: CSS=2.39, Synergy_ZIP=0.00737, Synergy_Bliss=1.78, Synergy_Loewe=1.54, Synergy_HSA=1.01. (4) Cell line: OVCAR-8. Drug 1: CC1=C(C(CCC1)(C)C)C=CC(=CC=CC(=CC(=O)O)C)C. Synergy scores: CSS=1.94, Synergy_ZIP=-3.23, Synergy_Bliss=-4.81, Synergy_Loewe=-4.60, Synergy_HSA=-4.26. Drug 2: CCN(CC)CCNC(=O)C1=C(NC(=C1C)C=C2C3=C(C=CC(=C3)F)NC2=O)C. (5) Drug 1: C1CCN(CC1)CCOC2=CC=C(C=C2)C(=O)C3=C(SC4=C3C=CC(=C4)O)C5=CC=C(C=C5)O. Drug 2: CC1=C(C=C(C=C1)NC(=O)C2=CC=C(C=C2)CN3CCN(CC3)C)NC4=NC=CC(=N4)C5=CN=CC=C5. Cell line: SK-MEL-2. Synergy scores: CSS=-4.24, Synergy_ZIP=5.42, Synergy_Bliss=6.01, Synergy_Loewe=-3.31, Synergy_HSA=-3.43. (6) Drug 1: CCC1=CC2CC(C3=C(CN(C2)C1)C4=CC=CC=C4N3)(C5=C(C=C6C(=C5)C78CCN9C7C(C=CC9)(C(C(C8N6C)(C(=O)OC)O)OC(=O)C)CC)OC)C(=O)OC.C(C(C(=O)O)O)(C(=O)O)O. Drug 2: C1CCC(CC1)NC(=O)N(CCCl)N=O. Cell line: MOLT-4. Synergy scores: CSS=68.5, Synergy_ZIP=-3.46, Synergy_Bliss=-5.96, Synergy_Loewe=-10.2, Synergy_HSA=-4.60. (7) Drug 1: COC1=C(C=C2C(=C1)N=CN=C2NC3=CC(=C(C=C3)F)Cl)OCCCN4CCOCC4. Drug 2: CN(C(=O)NC(C=O)C(C(C(CO)O)O)O)N=O. Cell line: SW-620. Synergy scores: CSS=15.3, Synergy_ZIP=-0.250, Synergy_Bliss=-0.574, Synergy_Loewe=2.60, Synergy_HSA=2.57. (8) Drug 1: C1=C(C(=O)NC(=O)N1)F. Drug 2: CCC1(CC2CC(C3=C(CCN(C2)C1)C4=CC=CC=C4N3)(C5=C(C=C6C(=C5)C78CCN9C7C(C=CC9)(C(C(C8N6C=O)(C(=O)OC)O)OC(=O)C)CC)OC)C(=O)OC)O.OS(=O)(=O)O. Cell line: PC-3. Synergy scores: CSS=32.8, Synergy_ZIP=-1.24, Synergy_Bliss=1.28, Synergy_Loewe=-0.383, Synergy_HSA=2.13.